This data is from Full USPTO retrosynthesis dataset with 1.9M reactions from patents (1976-2016). The task is: Predict the reactants needed to synthesize the given product. (1) Given the product [Br:14][CH2:2][C@H:3]([NH:5][C:6](=[O:12])[O:7][C:8]([CH3:11])([CH3:10])[CH3:9])[CH3:4], predict the reactants needed to synthesize it. The reactants are: O[CH2:2][C@H:3]([NH:5][C:6](=[O:12])[O:7][C:8]([CH3:11])([CH3:10])[CH3:9])[CH3:4].C(Br)(Br)(Br)[Br:14].C1(P(C2C=CC=CC=2)C2C=CC=CC=2)C=CC=CC=1.C1C=C2C(C(O)(O)C(=O)C2=CC=1)=O. (2) The reactants are: [C:1]([O:5][C@@H:6]([C:12]1[C:36]([CH3:37])=[CH:35][C:15]2[N:16]=[C:17]([C:19]3[N:20]=[C:21]([C:25]4[CH:26]=[C:27]5[C:31](=[CH:32][CH:33]=4)[N:30]([CH3:34])[N:29]=[CH:28]5)[N:22]([CH3:24])[CH:23]=3)[S:18][C:14]=2[C:13]=1[C:38]1[CH:43]=[CH:42][C:41]([Cl:44])=[CH:40][CH:39]=1)[C:7]([O:9]CC)=[O:8])([CH3:4])([CH3:3])[CH3:2].[OH-].[Na+]. Given the product [C:1]([O:5][C@@H:6]([C:12]1[C:36]([CH3:37])=[CH:35][C:15]2[N:16]=[C:17]([C:19]3[N:20]=[C:21]([C:25]4[CH:26]=[C:27]5[C:31](=[CH:32][CH:33]=4)[N:30]([CH3:34])[N:29]=[CH:28]5)[N:22]([CH3:24])[CH:23]=3)[S:18][C:14]=2[C:13]=1[C:38]1[CH:39]=[CH:40][C:41]([Cl:44])=[CH:42][CH:43]=1)[C:7]([OH:9])=[O:8])([CH3:4])([CH3:2])[CH3:3], predict the reactants needed to synthesize it. (3) Given the product [Cl:14][C:13]1[C:3]2[CH2:2][N:31]([CH2:30][C:19]3[CH:18]=[C:17]([CH3:16])[C:22]([O:23][CH2:24][CH2:25][C:26]([F:29])([F:27])[F:28])=[CH:21][N:20]=3)[C:5](=[O:7])[C:4]=2[CH:10]=[CH:11][N:12]=1, predict the reactants needed to synthesize it. The reactants are: Br[CH2:2][C:3]1[C:13]([Cl:14])=[N:12][CH:11]=[CH:10][C:4]=1[C:5]([O:7]CC)=O.Cl.[CH3:16][C:17]1[C:22]([O:23][CH2:24][CH2:25][C:26]([F:29])([F:28])[F:27])=[CH:21][N:20]=[C:19]([CH2:30][NH2:31])[CH:18]=1. (4) Given the product [CH:19]1([N:23]2[CH2:29][CH2:28][CH2:27][N:26]([C:30]([N:32]3[CH2:33][CH:34]([O:36][C:38]4[CH:39]=[C:40]5[C:45](=[CH:46][CH:47]=4)[N:44]=[C:43]([CH3:48])[CH:42]=[CH:41]5)[CH2:35]3)=[O:31])[CH2:25][CH2:24]2)[CH2:22][CH2:21][CH2:20]1, predict the reactants needed to synthesize it. The reactants are: CC1C=NC2C(C=1C)=CC=C1C=2N=CC(C)=C1C.[CH:19]1([N:23]2[CH2:29][CH2:28][CH2:27][N:26]([C:30]([N:32]3[CH2:35][CH:34]([OH:36])[CH2:33]3)=[O:31])[CH2:25][CH2:24]2)[CH2:22][CH2:21][CH2:20]1.Br[C:38]1[CH:39]=[C:40]2[C:45](=[CH:46][CH:47]=1)[N:44]=[C:43]([CH3:48])[CH:42]=[CH:41]2. (5) Given the product [Cl:30][C:27]1[CH:26]=[CH:25][C:24]([S:21]([N:18]2[CH2:19][CH2:20][CH:15]([C:13]3[C:12]4[C:7](=[CH:8][CH:9]=[C:10]([F:31])[CH:11]=4)[CH:6]=[C:5]([CH2:4][C:3]([OH:32])=[O:2])[CH:14]=3)[CH2:16][CH2:17]2)(=[O:22])=[O:23])=[CH:29][CH:28]=1, predict the reactants needed to synthesize it. The reactants are: C[O:2][C:3](=[O:32])[CH2:4][C:5]1[CH:14]=[C:13]([CH:15]2[CH2:20][CH2:19][N:18]([S:21]([C:24]3[CH:29]=[CH:28][C:27]([Cl:30])=[CH:26][CH:25]=3)(=[O:23])=[O:22])[CH2:17][CH2:16]2)[C:12]2[C:7](=[CH:8][CH:9]=[C:10]([F:31])[CH:11]=2)[CH:6]=1.O.[OH-].[Li+]. (6) The reactants are: [CH3:1][N:2]1[C:6]([CH3:7])=[C:5](/[CH:8]=[N:9]/[S:10]([C:12]([CH3:15])([CH3:14])[CH3:13])=[O:11])[CH:4]=[N:3]1.[CH3:16][CH2:17][Mg+].[Br-].CCOCC. Given the product [CH3:1][N:2]1[C:6]([CH3:7])=[C:5]([CH:8]([NH:9][S:10]([C:12]([CH3:15])([CH3:14])[CH3:13])=[O:11])[CH2:16][CH3:17])[CH:4]=[N:3]1, predict the reactants needed to synthesize it.